Task: Predict the reaction yield, written as a fraction of the theoretical maximum amount of product (1.0 means a 100% yield; for example, 0.34 means a 34% yield).. Dataset: Reaction yield outcomes from USPTO patents with 853,638 reactions (1) The reactants are [OH:1][C:2]1[CH:15]=[CH:14][C:5]2[C@H:6]([CH2:9][C:10]([O:12][CH3:13])=[O:11])[CH2:7][O:8][C:4]=2[CH:3]=1.[O:16]=[S:17]1(=[O:40])[CH2:22][CH2:21][CH:20]([O:23][C:24]2[CH:29]=[C:28]([CH3:30])[C:27]([C:31]3[CH:36]=[CH:35][CH:34]=[C:33]([CH2:37]O)[CH:32]=3)=[C:26]([CH3:39])[CH:25]=2)[CH2:19][CH2:18]1.C(P(CCCC)CCCC)CCC.N(C(N1CCCCC1)=O)=NC(N1CCCCC1)=O. The catalyst is C1(C)C=CC=CC=1.CCCCCC. The product is [O:16]=[S:17]1(=[O:40])[CH2:22][CH2:21][CH:20]([O:23][C:24]2[CH:29]=[C:28]([CH3:30])[C:27]([C:31]3[CH:36]=[CH:35][CH:34]=[C:33]([CH2:37][O:1][C:2]4[CH:15]=[CH:14][C:5]5[C@H:6]([CH2:9][C:10]([O:12][CH3:13])=[O:11])[CH2:7][O:8][C:4]=5[CH:3]=4)[CH:32]=3)=[C:26]([CH3:39])[CH:25]=2)[CH2:19][CH2:18]1. The yield is 0.790. (2) The product is [SH:2][C:5]1[C:10]2[NH:11][C:12](=[O:14])[NH:13][C:9]=2[CH:8]=[C:7]([C:15]([OH:17])=[O:16])[CH:6]=1. The reactants are Cl[S:2]([C:5]1[C:10]2[NH:11][C:12](=[O:14])[NH:13][C:9]=2[CH:8]=[C:7]([C:15]([OH:17])=[O:16])[CH:6]=1)(=O)=O.O1CCCC1.C1(P(C2C=CC=CC=2)C2C=CC=CC=2)C=CC=CC=1.[OH-].[Na+]. The yield is 0.790. The catalyst is O. (3) The reactants are C(OC([NH:8][C@@H:9]1[CH2:14][CH2:13][C@@H:12]([CH2:15][OH:16])[O:11][CH2:10]1)=O)(C)(C)C.[ClH:17].O1CCOCC1. The catalyst is CO. The product is [ClH:17].[NH2:8][C@@H:9]1[CH2:14][CH2:13][C@@H:12]([CH2:15][OH:16])[O:11][CH2:10]1. The yield is 1.00. (4) The reactants are [CH2:1]([N:8](C)[CH2:9][CH2:10][C:11]([O:13][CH2:14][CH3:15])=[O:12])C1C=CC=CC=1. The catalyst is C(O)C.[Pd]. The product is [CH3:1][NH:8][CH2:9][CH2:10][C:11]([O:13][CH2:14][CH3:15])=[O:12]. The yield is 0.630. (5) The reactants are [NH2:1][C:2]1[CH:3]=[N:4][N:5]([CH3:22])[C:6]=1[N:7]1[CH2:13][CH2:12][CH:11]([F:14])[CH:10]([NH:15]C(=O)C(F)(F)F)[CH2:9][CH2:8]1.C(OC([NH:30][C:31]1[S:35][C:34]([C:36]2[C:41]([F:42])=[CH:40][CH:39]=[CH:38][N:37]=2)=[N:33][C:32]=1[C:43](O)=[O:44])=O)(C)(C)C. No catalyst specified. The yield is 0.740. The product is [NH2:30][C:31]1[S:35][C:34]([C:36]2[C:41]([F:42])=[CH:40][CH:39]=[CH:38][N:37]=2)=[N:33][C:32]=1[C:43]([NH:1][C:2]1[CH:3]=[N:4][N:5]([CH3:22])[C:6]=1[N:7]1[CH2:13][CH2:12][C@@H:11]([F:14])[C@@H:10]([NH2:15])[CH2:9][CH2:8]1)=[O:44].